This data is from Full USPTO retrosynthesis dataset with 1.9M reactions from patents (1976-2016). The task is: Predict the reactants needed to synthesize the given product. (1) Given the product [Br:19][C:2]1[CH:3]=[C:4]([C:11]([F:14])([F:13])[F:12])[C:5]([C:8](=[O:10])[CH3:9])=[N:6][CH:7]=1, predict the reactants needed to synthesize it. The reactants are: N[C:2]1[CH:3]=[C:4]([C:11]([F:14])([F:13])[F:12])[C:5]([C:8](=[O:10])[CH3:9])=[N:6][CH:7]=1.N([O-])=O.[Na+].[BrH:19].[OH-].[Na+]. (2) Given the product [Cl:35][C:29]1[CH:30]=[C:31]([Cl:34])[CH:32]=[CH:33][C:28]=1[C@@H:19]1[N:20]=[C:21]([C:23]2[S:24][CH:25]=[CH:26][N:27]=2)[NH:22][C:17]([CH2:16][N:6]2[CH2:7][C:3]([F:2])([F:14])[CH2:4][C@H:5]2[CH2:8][CH:9]([CH3:13])[C:10]([OH:12])=[O:11])=[C:18]1[C:36]([O:38][CH3:39])=[O:37], predict the reactants needed to synthesize it. The reactants are: Cl.[F:2][C:3]1([F:14])[CH2:7][NH:6][C@H:5]([CH2:8][CH:9]([CH3:13])[C:10]([OH:12])=[O:11])[CH2:4]1.Br[CH2:16][C:17]1[NH:22][C:21]([C:23]2[S:24][CH:25]=[CH:26][N:27]=2)=[N:20][C@@H:19]([C:28]2[CH:33]=[CH:32][C:31]([Cl:34])=[CH:30][C:29]=2[Cl:35])[C:18]=1[C:36]([O:38][CH3:39])=[O:37].C(=O)([O-])[O-].[K+].[K+]. (3) Given the product [O:20]=[S:5]1(=[O:21])[CH:4]([CH2:1][CH2:2][OH:23])[CH2:9][C:8]2[CH:10]=[CH:11][CH:12]=[CH:13][C:7]=2[N:6]1[C:14]1[CH:19]=[CH:18][CH:17]=[CH:16][CH:15]=1, predict the reactants needed to synthesize it. The reactants are: [CH2:1]([CH:4]1[CH2:9][C:8]2[CH:10]=[CH:11][CH:12]=[CH:13][C:7]=2[N:6]([C:14]2[CH:19]=[CH:18][CH:17]=[CH:16][CH:15]=2)[S:5]1(=[O:21])=[O:20])[CH:2]=C.C[OH:23]. (4) Given the product [NH2:12][C:7]1[CH:8]=[CH:9][CH:10]=[C:11]2[C:6]=1[C:5](=[O:15])[C:4]([CH3:16])=[CH:3][N:2]2[CH3:1], predict the reactants needed to synthesize it. The reactants are: [CH3:1][N:2]1[C:11]2[C:6](=[C:7]([N+:12]([O-])=O)[CH:8]=[CH:9][CH:10]=2)[C:5](=[O:15])[C:4]([CH3:16])=[CH:3]1.CN1C2C(=CC=C([N+]([O-])=O)C=2)C(=O)C(C)=C1.[H][H]. (5) The reactants are: [OH:1][NH:2][C:3]([C:5]1[C:10]([N+:11]([O-:13])=[O:12])=[CH:9][CH:8]=[CH:7][N:6]=1)=[NH:4].[Cl:14][C:15]1[CH:23]=[C:19]([C:20](O)=O)[C:18]([OH:24])=[CH:17][CH:16]=1. Given the product [Cl:14][C:15]1[CH:16]=[CH:17][C:18]([OH:24])=[C:19]([C:20]2[O:1][N:2]=[C:3]([C:5]3[C:10]([N+:11]([O-:13])=[O:12])=[CH:9][CH:8]=[CH:7][N:6]=3)[N:4]=2)[CH:23]=1, predict the reactants needed to synthesize it.